Dataset: Forward reaction prediction with 1.9M reactions from USPTO patents (1976-2016). Task: Predict the product of the given reaction. (1) Given the reactants [CH3:1][C:2]1[CH:9]=[CH:8][C:7]([N+:10]([O-:12])=[O:11])=[CH:6][C:3]=1[CH:4]=O.C([O-])(=O)C.[NH4+].[N+:18]([CH3:21])([O-:20])=[O:19], predict the reaction product. The product is: [CH3:1][C:2]1[CH:9]=[CH:8][C:7]([N+:10]([O-:12])=[O:11])=[CH:6][C:3]=1/[CH:4]=[CH:21]/[N+:18]([O-:20])=[O:19]. (2) Given the reactants C(OC([N:8]1[CH2:44][CH2:43][C:11]2([N:15]=[C:14]([NH:16][C:17]3[CH:18]=[C:19]4[C:24](=[CH:25][CH:26]=3)[N:23]=[CH:22][N:21]=[C:20]4[NH:27][C:28]3[CH:33]=[CH:32][C:31]([O:34][C:35]4[CH:36]=[N:37][C:38]([CH3:41])=[CH:39][CH:40]=4)=[C:30]([CH3:42])[CH:29]=3)[O:13][CH2:12]2)[CH2:10][CH2:9]1)=O)(C)(C)C.C(O)(C(F)(F)F)=O, predict the reaction product. The product is: [CH3:42][C:30]1[CH:29]=[C:28]([NH:27][C:20]2[C:19]3[C:24](=[CH:25][CH:26]=[C:17]([NH:16][C:14]4[O:13][CH2:12][C:11]5([CH2:43][CH2:44][NH:8][CH2:9][CH2:10]5)[N:15]=4)[CH:18]=3)[N:23]=[CH:22][N:21]=2)[CH:33]=[CH:32][C:31]=1[O:34][C:35]1[CH:36]=[N:37][C:38]([CH3:41])=[CH:39][CH:40]=1. (3) Given the reactants [F:1][CH:2]1[C:7]([C:8]2[C:16]3[C:11](=[CH:12][CH:13]=[C:14]([N+:17]([O-:19])=[O:18])[CH:15]=3)[NH:10][CH:9]=2)=[CH:6][CH2:5][NH:4][CH2:3]1.C=O.[CH3:22]C(O)=O.[BH3-]C#N.[Na+].[OH-].[Na+], predict the reaction product. The product is: [F:1][CH:2]1[C:7]([C:8]2[C:16]3[C:11](=[CH:12][CH:13]=[C:14]([N+:17]([O-:19])=[O:18])[CH:15]=3)[NH:10][CH:9]=2)=[CH:6][CH2:5][N:4]([CH3:22])[CH2:3]1. (4) Given the reactants [BH4-].[Na+].[F:3][C:4]1[CH:16]=[C:15]([F:17])[CH:14]=[CH:13][C:5]=1[C:6]([CH:8]1[CH2:10][CH:9]1[C:11]#[N:12])=[O:7].[Cl-].[NH4+], predict the reaction product. The product is: [F:3][C:4]1[CH:16]=[C:15]([F:17])[CH:14]=[CH:13][C:5]=1[CH:6]([OH:7])[CH:8]1[CH2:10][CH:9]1[C:11]#[N:12]. (5) Given the reactants Br[C:2]1[CH:3]=[C:4]2[C:8](=[C:9]([O:11][CH3:12])[CH:10]=1)[NH:7][CH:6]=[CH:5]2.[CH2:13]([O:15][C:16](=[O:36])[CH:17]=[C:18](C1C=CC(OC)=C2C=1C=CN2)[C:19]1[CH:24]=[CH:23][CH:22]=[CH:21][CH:20]=1)[CH3:14], predict the reaction product. The product is: [CH2:13]([O:15][C:16](=[O:36])[CH:17]=[C:18]([C:2]1[CH:3]=[C:4]2[C:8](=[C:9]([O:11][CH3:12])[CH:10]=1)[NH:7][CH:6]=[CH:5]2)[C:19]1[CH:24]=[CH:23][CH:22]=[CH:21][CH:20]=1)[CH3:14].